Dataset: NCI-60 drug combinations with 297,098 pairs across 59 cell lines. Task: Regression. Given two drug SMILES strings and cell line genomic features, predict the synergy score measuring deviation from expected non-interaction effect. (1) Cell line: OVCAR-8. Drug 2: COC1=CC(=CC(=C1O)OC)C2C3C(COC3=O)C(C4=CC5=C(C=C24)OCO5)OC6C(C(C7C(O6)COC(O7)C8=CC=CS8)O)O. Drug 1: CC1OCC2C(O1)C(C(C(O2)OC3C4COC(=O)C4C(C5=CC6=C(C=C35)OCO6)C7=CC(=C(C(=C7)OC)O)OC)O)O. Synergy scores: CSS=41.8, Synergy_ZIP=0.465, Synergy_Bliss=3.35, Synergy_Loewe=3.39, Synergy_HSA=7.80. (2) Drug 1: C1=CC(=CC=C1CCC2=CNC3=C2C(=O)NC(=N3)N)C(=O)NC(CCC(=O)O)C(=O)O. Drug 2: C1=CC(=CC=C1C#N)C(C2=CC=C(C=C2)C#N)N3C=NC=N3. Cell line: NCI-H226. Synergy scores: CSS=7.93, Synergy_ZIP=1.25, Synergy_Bliss=2.47, Synergy_Loewe=1.37, Synergy_HSA=3.97. (3) Drug 1: C1=CC(=CC=C1CCCC(=O)O)N(CCCl)CCCl. Drug 2: C1C(C(OC1N2C=NC3=C2NC=NCC3O)CO)O. Cell line: U251. Synergy scores: CSS=34.0, Synergy_ZIP=-2.95, Synergy_Bliss=-6.16, Synergy_Loewe=-5.13, Synergy_HSA=-4.54. (4) Drug 1: CC(C1=C(C=CC(=C1Cl)F)Cl)OC2=C(N=CC(=C2)C3=CN(N=C3)C4CCNCC4)N. Drug 2: COC1=C(C=C2C(=C1)N=CN=C2NC3=CC(=C(C=C3)F)Cl)OCCCN4CCOCC4. Cell line: NCI-H226. Synergy scores: CSS=38.1, Synergy_ZIP=-0.510, Synergy_Bliss=8.41, Synergy_Loewe=9.46, Synergy_HSA=9.43. (5) Drug 1: CC1=C(C=C(C=C1)C(=O)NC2=CC(=CC(=C2)C(F)(F)F)N3C=C(N=C3)C)NC4=NC=CC(=N4)C5=CN=CC=C5. Drug 2: CS(=O)(=O)CCNCC1=CC=C(O1)C2=CC3=C(C=C2)N=CN=C3NC4=CC(=C(C=C4)OCC5=CC(=CC=C5)F)Cl. Cell line: RPMI-8226. Synergy scores: CSS=-3.25, Synergy_ZIP=6.77, Synergy_Bliss=1.81, Synergy_Loewe=-2.05, Synergy_HSA=-1.46.